This data is from Forward reaction prediction with 1.9M reactions from USPTO patents (1976-2016). The task is: Predict the product of the given reaction. Given the reactants [F:1][C:2]1[CH:7]=[CH:6][C:5]([N:8]2[CH:12]=[C:11]([N+:13]([O-])=O)[CH:10]=[N:9]2)=[CH:4][CH:3]=1, predict the reaction product. The product is: [F:1][C:2]1[CH:3]=[CH:4][C:5]([N:8]2[CH:12]=[C:11]([NH2:13])[CH:10]=[N:9]2)=[CH:6][CH:7]=1.